This data is from Peptide-MHC class II binding affinity with 134,281 pairs from IEDB. The task is: Regression. Given a peptide amino acid sequence and an MHC pseudo amino acid sequence, predict their binding affinity value. This is MHC class II binding data. (1) The peptide sequence is AVTYYKEADYSQIPI. The MHC is DRB1_0802 with pseudo-sequence DRB1_0802. The binding affinity (normalized) is 0.275. (2) The peptide sequence is DCRTAFKPVLVDEGR. The MHC is HLA-DQA10501-DQB10402 with pseudo-sequence HLA-DQA10501-DQB10402. The binding affinity (normalized) is 0.646. (3) The peptide sequence is VWDKYGWLCKMHTGI. The MHC is DRB1_0101 with pseudo-sequence DRB1_0101. The binding affinity (normalized) is 0.293. (4) The peptide sequence is GQFYFLIRKRIHLR. The MHC is H-2-IEd with pseudo-sequence H-2-IEd. The binding affinity (normalized) is 0.898. (5) The peptide sequence is VTDLFAAQPGLTSAV. The MHC is H-2-IAb with pseudo-sequence H-2-IAb. The binding affinity (normalized) is 0.656. (6) The peptide sequence is GATRERSLWIIFSKN. The MHC is DRB1_0405 with pseudo-sequence DRB1_0405. The binding affinity (normalized) is 0.249.